Dataset: Full USPTO retrosynthesis dataset with 1.9M reactions from patents (1976-2016). Task: Predict the reactants needed to synthesize the given product. (1) Given the product [N:17]1([S:14]([C:11]2[CH:12]=[CH:13][C:8]([N:1]3[CH2:6][CH2:5][NH:4][CH2:3][CH2:2]3)=[CH:9][CH:10]=2)(=[O:15])=[O:16])[CH2:18][CH2:19][CH2:20][CH2:21]1, predict the reactants needed to synthesize it. The reactants are: [NH:1]1[CH2:6][CH2:5][NH:4][CH2:3][CH2:2]1.F[C:8]1[CH:13]=[CH:12][C:11]([S:14]([N:17]2[CH2:21][CH2:20][CH2:19][CH2:18]2)(=[O:16])=[O:15])=[CH:10][CH:9]=1. (2) Given the product [O-:4][S:2]([C:5]([F:8])([F:7])[F:6])(=[O:3])=[O:1].[Br:9][C:10]1[CH:11]=[C:12]2[C:17](=[CH:18][CH:19]=1)[N+:16]([CH3:20])=[C:15](/[CH:21]=[CH:28]/[C:27]1[CH:26]=[C:25]([CH3:30])[N:24]([C:31]3[CH:32]=[N:33][CH:34]=[CH:35][CH:36]=3)[C:23]=1[CH3:22])[CH:14]=[CH:13]2, predict the reactants needed to synthesize it. The reactants are: [O-:1][S:2]([C:5]([F:8])([F:7])[F:6])(=[O:4])=[O:3].[Br:9][C:10]1[CH:11]=[C:12]2[C:17](=[CH:18][CH:19]=1)[N+:16]([CH3:20])=[C:15]([CH3:21])[CH:14]=[CH:13]2.[CH3:22][C:23]1[N:24]([C:31]2[CH:32]=[N:33][CH:34]=[CH:35][CH:36]=2)[C:25]([CH3:30])=[CH:26][C:27]=1[CH:28]=O. (3) The reactants are: Br[C:2]1[CH:7]=[CH:6][C:5]([CH2:8][C@H:9]([N:20]([CH2:28][C:29]2[CH:34]=[CH:33][CH:32]=[CH:31][CH:30]=2)[CH2:21][C:22]2[CH:27]=[CH:26][CH:25]=[CH:24][CH:23]=2)[C:10]([O:12][CH2:13][C:14]2[CH:19]=[CH:18][CH:17]=[CH:16][CH:15]=2)=[O:11])=[CH:4][CH:3]=1.[Li+].[Cl-].C([Sn](CCCC)(CCCC)[C:42]1[CH:47]=[CH:46][CH:45]=[CH:44][N:43]=1)CCC. Given the product [CH2:21]([N:20]([CH2:28][C:29]1[CH:34]=[CH:33][CH:32]=[CH:31][CH:30]=1)[C@@H:9]([CH2:8][C:5]1[CH:6]=[CH:7][C:2]([C:42]2[CH:47]=[CH:46][CH:45]=[CH:44][N:43]=2)=[CH:3][CH:4]=1)[C:10]([O:12][CH2:13][C:14]1[CH:19]=[CH:18][CH:17]=[CH:16][CH:15]=1)=[O:11])[C:22]1[CH:27]=[CH:26][CH:25]=[CH:24][CH:23]=1, predict the reactants needed to synthesize it. (4) The reactants are: [C:1]1([S:7]([N:10]2[C:18]3[C:13](=[C:14]([CH:19]=[CH2:20])[CH:15]=[CH:16][CH:17]=3)[CH:12]=[CH:11]2)(=[O:9])=[O:8])[CH:6]=[CH:5][CH:4]=[CH:3][CH:2]=1.[Li+].[CH3:22]C([N-]C(C)C)C.IC. Given the product [CH3:22][C:11]1[N:10]([S:7]([C:1]2[CH:2]=[CH:3][CH:4]=[CH:5][CH:6]=2)(=[O:9])=[O:8])[C:18]2[C:13]([CH:12]=1)=[C:14]([CH:19]=[CH2:20])[CH:15]=[CH:16][CH:17]=2, predict the reactants needed to synthesize it. (5) Given the product [ClH:1].[NH2:11][C@H:6]([C:7]([CH3:10])([CH3:9])[CH3:8])[CH2:5][C:4]([NH2:14])=[O:3], predict the reactants needed to synthesize it. The reactants are: [ClH:1].C[O:3][C:4](=O)[CH2:5][C@H:6]([NH2:11])[C:7]([CH3:10])([CH3:9])[CH3:8].[OH-].[NH4+:14].O. (6) Given the product [Cl:35][C:34]1[C:8]([C:5]2[CH:4]=[CH:3][C:2]([C:38]3[CH:39]=[CH:40][CH:41]=[CH:42][C:37]=3[OH:36])=[CH:7][CH:6]=2)=[CH:9][C:10]2[N:14]=[C:13]([O:15][CH:16]3[CH2:19][CH:18]([C:20]([O:22][CH2:23][CH3:24])=[O:21])[CH2:17]3)[N:12]([CH2:25][O:26][CH2:27][CH2:28][Si:29]([CH3:31])([CH3:32])[CH3:30])[C:11]=2[CH:33]=1, predict the reactants needed to synthesize it. The reactants are: Br[C:2]1[CH:7]=[CH:6][C:5]([C:8]2[C:34]([Cl:35])=[CH:33][C:11]3[N:12]([CH2:25][O:26][CH2:27][CH2:28][Si:29]([CH3:32])([CH3:31])[CH3:30])[C:13]([O:15][CH:16]4[CH2:19][CH:18]([C:20]([O:22][CH2:23][CH3:24])=[O:21])[CH2:17]4)=[N:14][C:10]=3[CH:9]=2)=[CH:4][CH:3]=1.[OH:36][C:37]1[CH:42]=[CH:41][CH:40]=[CH:39][C:38]=1B(O)O.C([O-])([O-])=O.[K+].[K+].